This data is from Forward reaction prediction with 1.9M reactions from USPTO patents (1976-2016). The task is: Predict the product of the given reaction. Given the reactants [F:1][C:2]1[CH:3]=[C:4]2[C:9](=[CH:10][C:11]=1F)[N:8]([CH2:13][C:14]1[CH:19]=[CH:18][C:17]([C:20]([F:23])([F:22])[F:21])=[CH:16][C:15]=1[F:24])[CH:7]=[C:6]([C:25]#[N:26])[C:5]2=[O:27].[CH3:28][C:29]1[N:30]=[CH:31][NH:32][CH:33]=1, predict the reaction product. The product is: [F:1][C:2]1[CH:3]=[C:4]2[C:9](=[CH:10][C:11]=1[N:32]1[CH:33]=[C:29]([CH3:28])[N:30]=[CH:31]1)[N:8]([CH2:13][C:14]1[CH:19]=[CH:18][C:17]([C:20]([F:21])([F:22])[F:23])=[CH:16][C:15]=1[F:24])[CH:7]=[C:6]([C:25]#[N:26])[C:5]2=[O:27].